This data is from Forward reaction prediction with 1.9M reactions from USPTO patents (1976-2016). The task is: Predict the product of the given reaction. (1) Given the reactants [C:1]([O:5][CH2:6][CH3:7])(=[O:4])[CH:2]=[CH2:3].[N:8]1([C:20]([O:22][C:23]([CH3:26])([CH3:25])[CH3:24])=[O:21])[CH2:13][CH2:12][CH:11]([CH:14]2[CH2:19][CH2:18][NH:17][CH2:16][CH2:15]2)[CH2:10][CH2:9]1, predict the reaction product. The product is: [C:23]([O:22][C:20]([N:8]1[CH2:13][CH2:12][CH:11]([CH:14]2[CH2:19][CH2:18][N:17]([CH2:3][CH2:2][C:1]([O:5][CH2:6][CH3:7])=[O:4])[CH2:16][CH2:15]2)[CH2:10][CH2:9]1)=[O:21])([CH3:26])([CH3:24])[CH3:25]. (2) Given the reactants [OH:1][NH:2][C:3]([CH:5]1[CH2:7][CH2:6]1)=[NH:4].[H-].[Na+].[C:10]([O:14][C:15]([NH:17][CH2:18][CH2:19][C:20](OCC)=O)=[O:16])([CH3:13])([CH3:12])[CH3:11].O, predict the reaction product. The product is: [CH:5]1([C:3]2[N:4]=[C:20]([CH2:19][CH2:18][NH:17][C:15](=[O:16])[O:14][C:10]([CH3:13])([CH3:12])[CH3:11])[O:1][N:2]=2)[CH2:7][CH2:6]1. (3) The product is: [Cl:1][C:2]1[CH:3]=[C:4]([C:9]2([C:28]([F:30])([F:29])[F:31])[CH:13]=[N:12][N:11]([C:14]3[CH:26]=[CH:25][C:17]([C:18]([OH:20])=[O:19])=[C:16]([CH3:27])[CH:15]=3)[CH2:10]2)[CH:5]=[C:6]([Cl:8])[CH:7]=1. Given the reactants [Cl:1][C:2]1[CH:3]=[C:4]([C:9]2([C:28]([F:31])([F:30])[F:29])[CH:13]=[N:12][N:11]([C:14]3[CH:26]=[CH:25][C:17]([C:18]([O:20]C(C)(C)C)=[O:19])=[C:16]([CH3:27])[CH:15]=3)[CH2:10]2)[CH:5]=[C:6]([Cl:8])[CH:7]=1.FC(F)(F)C(O)=O, predict the reaction product. (4) Given the reactants [CH:1]([C:3]1[CH:8]=[CH:7][C:6]([CH2:9][C:10]([OH:12])=[O:11])=[CH:5][CH:4]=1)=O.[O:13]1[C:17]([C:18]2[CH:23]=[CH:22][C:21]([NH:24][NH2:25])=[CH:20][CH:19]=2)=[CH:16][N:15]=[CH:14]1, predict the reaction product. The product is: [O:13]1[C:17]([C:18]2[CH:19]=[CH:20][C:21]([NH:24][N:25]=[CH:1][C:3]3[CH:8]=[CH:7][C:6]([CH2:9][C:10]([OH:12])=[O:11])=[CH:5][CH:4]=3)=[CH:22][CH:23]=2)=[CH:16][N:15]=[CH:14]1.